This data is from NCI-60 drug combinations with 297,098 pairs across 59 cell lines. The task is: Regression. Given two drug SMILES strings and cell line genomic features, predict the synergy score measuring deviation from expected non-interaction effect. (1) Drug 1: C1CC(=O)NC(=O)C1N2C(=O)C3=CC=CC=C3C2=O. Drug 2: CC1CCCC2(C(O2)CC(NC(=O)CC(C(C(=O)C(C1O)C)(C)C)O)C(=CC3=CSC(=N3)C)C)C. Cell line: HCC-2998. Synergy scores: CSS=52.0, Synergy_ZIP=6.59, Synergy_Bliss=1.94, Synergy_Loewe=-37.3, Synergy_HSA=-2.58. (2) Drug 1: C#CCC(CC1=CN=C2C(=N1)C(=NC(=N2)N)N)C3=CC=C(C=C3)C(=O)NC(CCC(=O)O)C(=O)O. Drug 2: CN(CCCl)CCCl.Cl. Cell line: LOX IMVI. Synergy scores: CSS=36.3, Synergy_ZIP=-6.66, Synergy_Bliss=-3.13, Synergy_Loewe=-19.9, Synergy_HSA=-2.22. (3) Drug 1: C(CC(=O)O)C(=O)CN.Cl. Drug 2: CC1=C(C(=O)C2=C(C1=O)N3CC4C(C3(C2COC(=O)N)OC)N4)N. Cell line: NCI-H322M. Synergy scores: CSS=3.82, Synergy_ZIP=-4.26, Synergy_Bliss=-6.53, Synergy_Loewe=-99.2, Synergy_HSA=-11.6. (4) Drug 1: CC1=C(C=C(C=C1)NC(=O)C2=CC=C(C=C2)CN3CCN(CC3)C)NC4=NC=CC(=N4)C5=CN=CC=C5. Drug 2: CCC1=C2CN3C(=CC4=C(C3=O)COC(=O)C4(CC)O)C2=NC5=C1C=C(C=C5)O. Cell line: HT29. Synergy scores: CSS=20.2, Synergy_ZIP=0.0893, Synergy_Bliss=0.281, Synergy_Loewe=-22.3, Synergy_HSA=-3.66. (5) Drug 1: CC1OCC2C(O1)C(C(C(O2)OC3C4COC(=O)C4C(C5=CC6=C(C=C35)OCO6)C7=CC(=C(C(=C7)OC)O)OC)O)O. Drug 2: C#CCC(CC1=CN=C2C(=N1)C(=NC(=N2)N)N)C3=CC=C(C=C3)C(=O)NC(CCC(=O)O)C(=O)O. Cell line: K-562. Synergy scores: CSS=31.1, Synergy_ZIP=-19.0, Synergy_Bliss=-26.0, Synergy_Loewe=-23.2, Synergy_HSA=-22.4. (6) Drug 1: CC1=C(C=C(C=C1)NC2=NC=CC(=N2)N(C)C3=CC4=NN(C(=C4C=C3)C)C)S(=O)(=O)N.Cl. Drug 2: CC12CCC3C(C1CCC2=O)CC(=C)C4=CC(=O)C=CC34C. Cell line: OVCAR-8. Synergy scores: CSS=39.0, Synergy_ZIP=1.67, Synergy_Bliss=3.24, Synergy_Loewe=-8.24, Synergy_HSA=3.64. (7) Drug 1: CCC1(CC2CC(C3=C(CCN(C2)C1)C4=CC=CC=C4N3)(C5=C(C=C6C(=C5)C78CCN9C7C(C=CC9)(C(C(C8N6C)(C(=O)OC)O)OC(=O)C)CC)OC)C(=O)OC)O.OS(=O)(=O)O. Drug 2: CN(CC1=CN=C2C(=N1)C(=NC(=N2)N)N)C3=CC=C(C=C3)C(=O)NC(CCC(=O)O)C(=O)O. Cell line: SN12C. Synergy scores: CSS=27.3, Synergy_ZIP=-4.75, Synergy_Bliss=0.643, Synergy_Loewe=-2.99, Synergy_HSA=-1.07. (8) Drug 1: C1=C(C(=O)NC(=O)N1)N(CCCl)CCCl. Drug 2: CC1=C2C(C(=O)C3(C(CC4C(C3C(C(C2(C)C)(CC1OC(=O)C(C(C5=CC=CC=C5)NC(=O)C6=CC=CC=C6)O)O)OC(=O)C7=CC=CC=C7)(CO4)OC(=O)C)O)C)OC(=O)C. Cell line: SK-MEL-5. Synergy scores: CSS=17.9, Synergy_ZIP=-7.81, Synergy_Bliss=-4.16, Synergy_Loewe=-9.55, Synergy_HSA=-1.69.